From a dataset of Forward reaction prediction with 1.9M reactions from USPTO patents (1976-2016). Predict the product of the given reaction. (1) The product is: [Cl:15][C:9]1[CH:8]=[C:7]([C:24]2([C:32]3[CH:37]=[CH:36][CH:35]=[C:34]([O:38][CH2:39][CH2:40][CH2:41][F:42])[CH:33]=3)[C:23]3[C:18](=[N:19][CH:20]=[CH:21][CH:22]=3)[C:16]([NH2:17])=[N:25]2)[CH:12]=[CH:11][C:10]=1[O:13][CH3:14]. Given the reactants C([Li])(C)(C)C.Br[C:7]1[CH:12]=[CH:11][C:10]([O:13][CH3:14])=[C:9]([Cl:15])[CH:8]=1.[C:16]([C:18]1[C:23]([C:24]([C:32]2[CH:37]=[CH:36][CH:35]=[C:34]([O:38][CH2:39][CH2:40][CH2:41][F:42])[CH:33]=2)=[N:25]S(C(C)(C)C)=O)=[CH:22][CH:21]=[CH:20][N:19]=1)#[N:17].Cl.CO, predict the reaction product. (2) Given the reactants [NH2:1][CH:2]1[CH2:16][C:5]2([CH2:8][N:7]([C:9]([O:11][C:12]([CH3:15])([CH3:14])[CH3:13])=[O:10])[CH2:6]2)[S:4](=[O:18])(=[O:17])[CH2:3]1.O1CCCC1.[CH:24]1[CH:29]=[CH:28][C:27]([CH2:30][O:31][C:32](Cl)=[O:33])=[CH:26][CH:25]=1, predict the reaction product. The product is: [CH2:30]([O:31][C:32]([NH:1][CH:2]1[CH2:16][C:5]2([CH2:8][N:7]([C:9]([O:11][C:12]([CH3:14])([CH3:15])[CH3:13])=[O:10])[CH2:6]2)[S:4](=[O:17])(=[O:18])[CH2:3]1)=[O:33])[C:27]1[CH:28]=[CH:29][CH:24]=[CH:25][CH:26]=1. (3) Given the reactants [Br:1][C:2]1[S:3][CH:4]=[C:5]([CH2:7][C:8](OC)=[O:9])[N:6]=1.[BH4-].[Na+], predict the reaction product. The product is: [Br:1][C:2]1[S:3][CH:4]=[C:5]([CH2:7][CH2:8][OH:9])[N:6]=1.